This data is from Forward reaction prediction with 1.9M reactions from USPTO patents (1976-2016). The task is: Predict the product of the given reaction. (1) Given the reactants Br[C:2]1[CH:3]=[N:4][C:5]([C:8]([OH:10])=[O:9])=[N:6][CH:7]=1.[C:11]1(B(O)O)[CH:16]=[CH:15][CH:14]=[CH:13][CH:12]=1, predict the reaction product. The product is: [C:11]1([C:2]2[CH:3]=[N:4][C:5]([C:8]([OH:10])=[O:9])=[N:6][CH:7]=2)[CH:16]=[CH:15][CH:14]=[CH:13][CH:12]=1. (2) Given the reactants [C:1]1(N)C(F)=C(F)C(F)=C(N)C=1F.Cl.Cl.[NH:15]1[CH2:20][CH2:19][CH:18]([N:21]2[CH2:25][CH2:24][N:23]([CH2:26][CH2:27][CH2:28][N:29]3[CH2:34][CH2:33][CH2:32][CH2:31][CH2:30]3)[C:22]2=[C:35]([C:38]#[N:39])[C:36]#[N:37])[CH2:17][CH2:16]1.C=O.C(=O)([O-])[O-].[Na+].[Na+], predict the reaction product. The product is: [CH3:1][N:15]1[CH2:20][CH2:19][CH:18]([N:21]2[CH2:25][CH2:24][N:23]([CH2:26][CH2:27][CH2:28][N:29]3[CH2:34][CH2:33][CH2:32][CH2:31][CH2:30]3)[C:22]2=[C:35]([C:36]#[N:37])[C:38]#[N:39])[CH2:17][CH2:16]1. (3) Given the reactants [CH2:1]([O:4][C:5]1[CH:10]=[CH:9][CH:8]=[CH:7][C:6]=1[CH:11]=[N:12]O)[CH:2]=[CH2:3].Cl, predict the reaction product. The product is: [CH2:1]([O:4][C:5]1[CH:10]=[CH:9][CH:8]=[CH:7][C:6]=1[CH2:11][NH2:12])[CH:2]=[CH2:3]. (4) Given the reactants [H-].[Na+].[Br:3][C:4]1[C:5]([CH3:11])=[CH:6][C:7](F)=[N:8][CH:9]=1.CN1[C:17](=[O:18])[CH2:16][CH2:15]C1, predict the reaction product. The product is: [Br:3][C:4]1[C:5]([CH3:11])=[CH:6][C:7]([O:18][CH:17]2[CH2:15][CH2:16]2)=[N:8][CH:9]=1. (5) The product is: [CH:32]([C:3]1[C:2]([OH:1])=[CH:15][C:14]2[C@:13]34[CH2:16][CH2:17][N:18]([C:19]([O:21][CH2:22][C:23]5[CH:28]=[CH:27][CH:26]=[CH:25][CH:24]=5)=[O:20])[C@@H:7]([C@@H:8]3[CH2:9][CH2:10][CH2:11][CH2:12]4)[CH2:6][C:5]=2[CH:4]=1)=[O:33]. Given the reactants [OH:1][C:2]1[CH:3]=[CH:4][C:5]2[CH2:6][C@H:7]3[N:18]([C:19]([O:21][CH2:22][C:23]4[CH:28]=[CH:27][CH:26]=[CH:25][CH:24]=4)=[O:20])[CH2:17][CH2:16][C@@:13]4([C:14]=2[CH:15]=1)[C@H:8]3[CH2:9][CH2:10][CH2:11][CH2:12]4.[Mg+2].[Cl-].[Cl-].[CH2:32]=[O:33], predict the reaction product. (6) Given the reactants [N:1]1[C:5]2[CH:6]=[CH:7][C:8]([NH2:10])=[CH:9][C:4]=2[NH:3][CH:2]=1.[Cl:11][C:12]1[CH:19]=[CH:18][C:15]([CH:16]=O)=[CH:14][CH:13]=1.[BH4-].[Na+].[OH-].[Na+], predict the reaction product. The product is: [Cl:11][C:12]1[CH:19]=[CH:18][C:15]([CH2:16][NH:10][C:8]2[CH:7]=[CH:6][C:5]3[N:1]=[CH:2][NH:3][C:4]=3[CH:9]=2)=[CH:14][CH:13]=1. (7) Given the reactants [C:1](#[N:4])[CH:2]=[CH2:3].[CH2:5]([NH2:8])[CH2:6][NH2:7], predict the reaction product. The product is: [C:1]([CH2:2][CH2:3][N:7]([CH2:3][CH2:2][C:1]#[N:4])[CH2:6][CH2:5][N:8]([CH2:3][CH2:2][C:1]#[N:4])[CH2:3][CH2:2][C:1]#[N:4])#[N:4].